Dataset: Forward reaction prediction with 1.9M reactions from USPTO patents (1976-2016). Task: Predict the product of the given reaction. (1) Given the reactants [C:1]1([C:7]2[S:8][C:9]([CH2:12][CH2:13][NH2:14])=[CH:10][N:11]=2)[CH:6]=[CH:5][CH:4]=[CH:3][CH:2]=1.[F:15][C:16]([F:32])([F:31])[C:17]1[O:21][N:20]=[C:19]([C:22]2[CH:23]=[C:24]([CH:28]=[CH:29][CH:30]=2)[C:25](O)=[O:26])[N:18]=1, predict the reaction product. The product is: [C:1]1([C:7]2[S:8][C:9]([CH2:12][CH2:13][NH:14][C:25](=[O:26])[C:24]3[CH:28]=[CH:29][CH:30]=[C:22]([C:19]4[N:18]=[C:17]([C:16]([F:32])([F:31])[F:15])[O:21][N:20]=4)[CH:23]=3)=[CH:10][N:11]=2)[CH:2]=[CH:3][CH:4]=[CH:5][CH:6]=1. (2) The product is: [CH3:25][O:26][C:27]1[CH:28]=[C:29]2[C:34](=[CH:35][C:36]=1[O:37][CH3:38])[N:33]=[CH:32][N:31]=[C:30]2[O:39][C:40]1[CH:46]=[CH:45][C:43]([NH:44][C:57]([NH:56][C:54]([C:51]2[CH:52]=[N:53][C:48]([CH3:47])=[CH:49][CH:50]=2)=[O:55])=[S:58])=[CH:42][CH:41]=1. Given the reactants S(Cl)(Cl)=O.CC1C=CC(C(O)=O)=CN=1.CC1N=CC(C(Cl)=O)=CC=1.[CH3:25][O:26][C:27]1[CH:28]=[C:29]2[C:34](=[CH:35][C:36]=1[O:37][CH3:38])[N:33]=[CH:32][N:31]=[C:30]2[O:39][C:40]1[CH:46]=[CH:45][C:43]([NH2:44])=[CH:42][CH:41]=1.[CH3:47][C:48]1[N:53]=[CH:52][C:51]([C:54]([N:56]=[C:57]=[S:58])=[O:55])=[CH:50][CH:49]=1, predict the reaction product. (3) Given the reactants [CH2:1]([O:8][C:9]1[CH:16]=[CH:15][C:14]([OH:17])=[CH:13][C:10]=1[CH:11]=[O:12])[C:2]1[CH:7]=[CH:6][CH:5]=[CH:4][CH:3]=1.[CH2:18](I)[CH3:19].C(=O)([O-])[O-].[K+].[K+].CN(C)C=O, predict the reaction product. The product is: [CH2:1]([O:8][C:9]1[CH:16]=[CH:15][C:14]([O:17][CH2:18][CH3:19])=[CH:13][C:10]=1[CH:11]=[O:12])[C:2]1[CH:3]=[CH:4][CH:5]=[CH:6][CH:7]=1. (4) Given the reactants [C:1]1([CH2:7][C:8]([NH:10][NH2:11])=O)[CH:6]=[CH:5][CH:4]=[CH:3][CH:2]=1.Cl.[CH3:13][NH:14][C:15](=NC)[CH2:16][CH2:17][CH2:18][CH:19]=[CH2:20], predict the reaction product. The product is: [CH3:13][N:14]1[C:8]([CH2:7][C:1]2[CH:6]=[CH:5][CH:4]=[CH:3][CH:2]=2)=[N:10][N:11]=[C:15]1[CH2:16][CH2:17][CH2:18][CH:19]=[CH2:20]. (5) The product is: [CH2:6]([O:8][C:9]([C:11]1[C:15]([CH3:16])=[C:14]([CH:22]=[O:23])[NH:13][CH:12]=1)=[O:10])[CH3:7]. Given the reactants O=P(Cl)(Cl)Cl.[CH2:6]([O:8][C:9]([C:11]1[C:15]([CH3:16])=[CH:14][NH:13][CH:12]=1)=[O:10])[CH3:7].[OH-].[Na+].CN([CH:22]=[O:23])C, predict the reaction product.